Dataset: Retrosynthesis with 50K atom-mapped reactions and 10 reaction types from USPTO. Task: Predict the reactants needed to synthesize the given product. (1) Given the product C[Si](C)(C)CCOCn1cc(I)c2c(N)ncnc21, predict the reactants needed to synthesize it. The reactants are: C[Si](C)(C)CCOCn1cc(I)c2c(Cl)ncnc21.N. (2) The reactants are: CSCC[C@@H](NC(=O)OCc1ccccc1)C(=O)O.Nc1ccc(Cl)cc1. Given the product CSCC[C@@H](NC(=O)OCc1ccccc1)C(=O)Nc1ccc(Cl)cc1, predict the reactants needed to synthesize it. (3) Given the product CCOC(=O)C(=Cc1cc2cc(C#N)ccc2o1)c1ccc(OC(C)=O)cc1, predict the reactants needed to synthesize it. The reactants are: CCOC(=O)C(=O)c1ccc(OC(C)=O)cc1.N#Cc1ccc2oc(C[P+](c3ccccc3)(c3ccccc3)c3ccccc3)cc2c1. (4) Given the product COCCOCCOCCOC(=O)COC(=O)c1ccc(NC(=O)[C@@H]2N[C@@H](CC(C)(C)C)[C@](C#N)(c3ccc(Cl)cc3F)[C@H]2c2cccc(Cl)c2F)c(OC)c1, predict the reactants needed to synthesize it. The reactants are: COCCOCCOCCO.COc1cc(C(=O)OCC(=O)O)ccc1NC(=O)[C@@H]1N[C@@H](CC(C)(C)C)[C@](C#N)(c2ccc(Cl)cc2F)[C@H]1c1cccc(Cl)c1F. (5) Given the product CCc1c(Oc2ccc(C#N)cc2)c(OC)nn1CC(N)=O, predict the reactants needed to synthesize it. The reactants are: CCc1c(Oc2ccc(C#N)cc2)c(OC)nn1CC(=O)O.N.